This data is from Reaction yield outcomes from USPTO patents with 853,638 reactions. The task is: Predict the reaction yield, written as a fraction of the theoretical maximum amount of product (1.0 means a 100% yield; for example, 0.34 means a 34% yield). The reactants are OC1C(C(C2C=CC=CC=2)(C)C)=NC2C([C:11]=1[C:12]([OH:14])=[O:13])=CC=C1CCCCC=21.[F:28][C:29]([F:42])([F:41])[C:30]1[CH:31]=[CH:32][CH:33]=[C:34]2[C:38]=1[NH:37][C:36](=O)[C:35]2=[O:40].OCC(=O)[CH:46]([C:50]1[CH:55]=[CH:54][CH:53]=[CH:52][CH:51]=1)[CH:47]([CH3:49])[CH3:48]. No catalyst specified. The product is [OH:40][C:35]1[C:36]([CH:46]([C:50]2[CH:51]=[CH:52][CH:53]=[CH:54][CH:55]=2)[CH:47]([CH3:48])[CH3:49])=[N:37][C:38]2[C:34]([C:11]=1[C:12]([OH:14])=[O:13])=[CH:33][CH:32]=[CH:31][C:30]=2[C:29]([F:28])([F:41])[F:42]. The yield is 0.160.